Dataset: Full USPTO retrosynthesis dataset with 1.9M reactions from patents (1976-2016). Task: Predict the reactants needed to synthesize the given product. (1) Given the product [C:25]([CH:8]1[C:9]2[C:4](=[C:3]([N:2]([CH3:17])[CH3:1])[CH:12]=[CH:11][CH:10]=2)[CH2:5][CH2:6][C:7]1([NH2:16])[C:13]([OH:15])=[O:14])([O:26][CH2:27][CH:28]1[C:29]2[C:34](=[CH:33][CH:32]=[CH:31][CH:30]=2)[C:35]2[C:40]1=[CH:39][CH:38]=[CH:37][CH:36]=2)=[O:41], predict the reactants needed to synthesize it. The reactants are: [CH3:1][N:2]([CH3:17])[C:3]1[CH:12]=[CH:11][CH:10]=[C:9]2[C:4]=1[CH2:5][CH2:6][C:7]([NH2:16])([C:13]([OH:15])=[O:14])[CH2:8]2.C(N(CC)CC)C.[C:25](=O)([O:41]N1C(=O)CCC1=O)[O:26][CH2:27][CH:28]1[C:40]2[CH:39]=[CH:38][CH:37]=[CH:36][C:35]=2[C:34]2[C:29]1=[CH:30][CH:31]=[CH:32][CH:33]=2. (2) Given the product [ClH:30].[ClH:30].[NH2:1][C:4]1[CH:9]=[CH:8][C:7]([NH:10][CH2:11][CH2:12][O:13][CH2:14][CH2:15][OH:16])=[CH:6][C:5]=1[CH3:17], predict the reactants needed to synthesize it. The reactants are: [N+:1]([C:4]1[CH:9]=[CH:8][C:7]([NH:10][CH2:11][CH2:12][O:13][CH2:14][CH2:15][OH:16])=[CH:6][C:5]=1[CH3:17])([O-])=O.C1(N)C(F)=C(F)C(F)=C(N)C=1F.[ClH:30].Cl. (3) Given the product [Br:25][C:23]1[CH:22]=[CH:21][C:17]([C:18]([NH:10][S:7]([C:2]2[CH:3]=[CH:4][CH:5]=[CH:6][C:1]=2[S:11](=[O:13])(=[O:12])[NH2:14])(=[O:9])=[O:8])=[O:19])=[C:16]([Cl:15])[CH:24]=1, predict the reactants needed to synthesize it. The reactants are: [C:1]1([S:11]([NH2:14])(=[O:13])=[O:12])[C:2]([S:7]([NH2:10])(=[O:9])=[O:8])=[CH:3][CH:4]=[CH:5][CH:6]=1.[Cl:15][C:16]1[CH:24]=[C:23]([Br:25])[CH:22]=[CH:21][C:17]=1[C:18](O)=[O:19].C(Cl)CCl.